Dataset: M1 muscarinic receptor antagonist screen with 61,756 compounds. Task: Binary Classification. Given a drug SMILES string, predict its activity (active/inactive) in a high-throughput screening assay against a specified biological target. (1) The molecule is Fc1ccc(C2N=c3n([nH]cn3)C(C2)c2ccccc2)cc1. The result is 0 (inactive). (2) The compound is S(=O)(=O)(CCC(=O)NCC1OCCC1)Cc1ccccc1. The result is 0 (inactive). (3) The compound is Fc1ccc(C(=O)N2CCN(CC2)c2ncccn2)cc1. The result is 0 (inactive).